Dataset: Catalyst prediction with 721,799 reactions and 888 catalyst types from USPTO. Task: Predict which catalyst facilitates the given reaction. Reactant: [OH:1][C:2]1[CH:30]=[CH:29][CH:28]=[CH:27][C:3]=1[CH2:4][NH:5][C:6]([NH:8][C:9]1[N:13]([C:14]2[CH:19]=[CH:18][C:17]([CH3:20])=[CH:16][CH:15]=2)[N:12]=[C:11]([C:21]2[CH:25]=[CH:24][O:23][C:22]=2[CH3:26])[CH:10]=1)=[O:7].[Cl:31][C:32]1[N:37]=[C:36](Cl)[CH:35]=[CH:34][N:33]=1.[OH-].[Na+]. Product: [Cl:31][C:32]1[N:37]=[C:36]([O:1][C:2]2[CH:30]=[CH:29][CH:28]=[CH:27][C:3]=2[CH2:4][NH:5][C:6]([NH:8][C:9]2[N:13]([C:14]3[CH:15]=[CH:16][C:17]([CH3:20])=[CH:18][CH:19]=3)[N:12]=[C:11]([C:21]3[CH:25]=[CH:24][O:23][C:22]=3[CH3:26])[CH:10]=2)=[O:7])[CH:35]=[CH:34][N:33]=1. The catalyst class is: 21.